This data is from Catalyst prediction with 721,799 reactions and 888 catalyst types from USPTO. The task is: Predict which catalyst facilitates the given reaction. Reactant: [OH:1][C:2]1[CH:10]=[CH:9][C:8]([OH:11])=[CH:7][C:3]=1[C:4]([OH:6])=[O:5].Br[CH2:13][CH2:14][CH2:15][CH2:16][CH2:17][CH2:18][CH2:19][C:20]([O:22][CH2:23][C:24]1[O:25][CH:26]=[CH:27][CH:28]=1)=[O:21].C(#N)C. Product: [OH:1][C:2]1[CH:10]=[CH:9][C:8]([OH:11])=[CH:7][C:3]=1[C:4]([O:6][CH2:13][CH2:14][CH2:15][CH2:16][CH2:17][CH2:18][CH2:19][C:20]([O:22][CH2:23][C:24]1[O:25][CH:26]=[CH:27][CH:28]=1)=[O:21])=[O:5]. The catalyst class is: 6.